From a dataset of Forward reaction prediction with 1.9M reactions from USPTO patents (1976-2016). Predict the product of the given reaction. (1) Given the reactants [NH2:1][C@H:2]([C:15]([N:17]([CH2:19][C:20]([NH:22][C@H:23]([C:27]([NH:29][C@H:30]([C:39]([NH:41][C@@H:42]([C:52]([NH:54]C(OCC1C2C(=CC=CC=2)C2C1=CC=CC=2)=O)=[O:53])[CH2:43][CH2:44][C:45](=[O:51])[O:46][C:47]([CH3:50])([CH3:49])[CH3:48])=[O:40])[CH2:31][C:32](=[O:38])[O:33][C:34]([CH3:37])([CH3:36])[CH3:35])=[O:28])[C@@H:24]([CH3:26])[OH:25])=[O:21])[CH3:18])=[O:16])[CH2:3][CH2:4][CH2:5][NH:6][NH:7][C:8]([O:10][C:11]([CH3:14])([CH3:13])[CH3:12])=[O:9], predict the reaction product. The product is: [CH3:39][N:41]1[CH2:45][CH2:44][CH2:43][CH2:42]1.[NH2:1][C@H:2]([C:15]([N:17]([CH2:19][C:20]([NH:22][C@H:23]([C:27]([NH:29][C@H:30]([C:39]([NH:41][C@@H:42]([C:52]([NH2:54])=[O:53])[CH2:43][CH2:44][C:45](=[O:51])[O:46][C:47]([CH3:50])([CH3:49])[CH3:48])=[O:40])[CH2:31][C:32](=[O:38])[O:33][C:34]([CH3:35])([CH3:36])[CH3:37])=[O:28])[C@@H:24]([CH3:26])[OH:25])=[O:21])[CH3:18])=[O:16])[CH2:3][CH2:4][CH2:5][NH:6][NH:7][C:8]([O:10][C:11]([CH3:13])([CH3:14])[CH3:12])=[O:9]. (2) The product is: [OH:26][CH:19]([C:20]1[CH:25]=[CH:24][CH:23]=[CH:22][CH:21]=1)[CH2:18][N:17]1[C:13]2[NH:12][C:10](=[S:11])[NH:9][C:27](=[O:29])[C:14]=2[CH:15]=[N:16]1. Given the reactants C([NH:9][C:10]([NH:12][C:13]1[N:17]([CH2:18][CH:19]([OH:26])[C:20]2[CH:25]=[CH:24][CH:23]=[CH:22][CH:21]=2)[N:16]=[CH:15][C:14]=1[C:27]([O:29]CC)=O)=[S:11])(=O)C1C=CC=CC=1.C(O)(=O)C, predict the reaction product.